Predict which catalyst facilitates the given reaction. From a dataset of Catalyst prediction with 721,799 reactions and 888 catalyst types from USPTO. (1) Reactant: F[C:2]1[CH:7]=[CH:6][CH:5]=[CH:4][C:3]=1[N+:8]([O-:10])=[O:9].C(N(CC)C(C)C)(C)C.Cl.[N:21]1([CH:26]2[CH2:31][CH2:30][NH:29][CH2:28][CH2:27]2)[CH:25]=[CH:24][N:23]=[CH:22]1. Product: [N:21]1([CH:26]2[CH2:31][CH2:30][N:29]([C:2]3[CH:7]=[CH:6][CH:5]=[CH:4][C:3]=3[N+:8]([O-:10])=[O:9])[CH2:28][CH2:27]2)[CH:25]=[CH:24][N:23]=[CH:22]1. The catalyst class is: 10. (2) Reactant: [F:1][C:2]1[CH:7]=[CH:6][C:5]([N:8]2[CH:12]=[CH:11][C:10]([C:13]([OH:15])=O)=[N:9]2)=[CH:4][CH:3]=1.[CH3:16][C:17]1[CH:18]=[CH:19][N:20]2[CH:25]=[CH:24][N:23]=[C:22]([N:26]3[CH2:30][CH2:29][C@H:28]([NH2:31])[CH2:27]3)[C:21]=12.CCCP(=O)=O.CN1CCOCC1. Product: [F:1][C:2]1[CH:3]=[CH:4][C:5]([N:8]2[CH:12]=[CH:11][C:10]([C:13]([NH:31][C@H:28]3[CH2:29][CH2:30][N:26]([C:22]4[C:21]5[N:20]([CH:19]=[CH:18][C:17]=5[CH3:16])[CH:25]=[CH:24][N:23]=4)[CH2:27]3)=[O:15])=[N:9]2)=[CH:6][CH:7]=1. The catalyst class is: 2. (3) Reactant: [CH3:1][C:2]1[S:3][CH:4]=[CH:5][C:6]=1[CH3:7].[Br:8][C:9]1[CH:16]=[CH:15][C:12]([CH2:13]Br)=[CH:11][CH:10]=1. Product: [Br:8][C:9]1[CH:16]=[CH:15][C:12]([CH2:13][C:4]2[S:3][C:2]([CH3:1])=[C:6]([CH3:7])[CH:5]=2)=[CH:11][CH:10]=1. The catalyst class is: 1. (4) Reactant: [OH-].[Na+].[CH2:3]([O:5][C:6]1[CH:11]=[C:10]([C:12]([O:14]C)=[O:13])[CH:9]=[CH:8][C:7]=1[C:16]1[CH:21]=[CH:20][CH:19]=[CH:18][C:17]=1[CH2:22][CH3:23])[CH3:4]. Product: [CH2:3]([O:5][C:6]1[CH:11]=[C:10]([C:12]([OH:14])=[O:13])[CH:9]=[CH:8][C:7]=1[C:16]1[CH:21]=[CH:20][CH:19]=[CH:18][C:17]=1[CH2:22][CH3:23])[CH3:4]. The catalyst class is: 14. (5) Reactant: C([O:3][C:4]([C:6]1([S:20]([C:23]2[CH:28]=[CH:27][C:26]([O:29][CH2:30][C:31]#[C:32][CH2:33][N:34]3[CH2:39][CH2:38][CH2:37][CH2:36][CH2:35]3)=[CH:25][CH:24]=2)(=[O:22])=[O:21])[CH2:11][CH2:10][N:9]([CH2:12][C:13]2[CH:18]=[CH:17][C:16]([Br:19])=[CH:15][CH:14]=2)[CH2:8][CH2:7]1)=[O:5])C.CO.[OH-].[Na+]. Product: [Br:19][C:16]1[CH:17]=[CH:18][C:13]([CH2:12][N:9]2[CH2:10][CH2:11][C:6]([S:20]([C:23]3[CH:28]=[CH:27][C:26]([O:29][CH2:30][C:31]#[C:32][CH2:33][N:34]4[CH2:39][CH2:38][CH2:37][CH2:36][CH2:35]4)=[CH:25][CH:24]=3)(=[O:22])=[O:21])([C:4]([OH:5])=[O:3])[CH2:7][CH2:8]2)=[CH:14][CH:15]=1. The catalyst class is: 1. (6) Reactant: [CH3:1][N:2]1[CH:6]=[CH:5][N:4]=[C:3]1[S:7][C:8]1[CH:13]=[CH:12][C:11]([N+:14]([O-])=O)=[CH:10][CH:9]=1.[Cl-].[Ca+2].[Cl-]. Product: [NH2:14][C:11]1[CH:10]=[CH:9][C:8]([S:7][C:3]2[N:2]([CH3:1])[CH:6]=[CH:5][N:4]=2)=[CH:13][CH:12]=1. The catalyst class is: 8. (7) Reactant: [CH2:1]([O:3][C:4](=[O:16])[C:5]([O:8][C:9]1[CH:10]=[N:11][C:12]([NH2:15])=[CH:13][CH:14]=1)([CH3:7])[CH3:6])[CH3:2].Br[C:18]1[C:19](=[O:26])[N:20]([CH3:25])[N:21]=[C:22]([Cl:24])[CH:23]=1.C1(P(C2C=CC=CC=2)C2C3OC4C(=CC=CC=4P(C4C=CC=CC=4)C4C=CC=CC=4)C(C)(C)C=3C=CC=2)C=CC=CC=1.C(=O)([O-])[O-].[Cs+].[Cs+]. Product: [CH2:1]([O:3][C:4](=[O:16])[C:5]([O:8][C:9]1[CH:10]=[N:11][C:12]([NH:15][C:18]2[C:19](=[O:26])[N:20]([CH3:25])[N:21]=[C:22]([Cl:24])[CH:23]=2)=[CH:13][CH:14]=1)([CH3:7])[CH3:6])[CH3:2]. The catalyst class is: 62. (8) Reactant: [NH2:1][C:2]1[N:7]=[CH:6][N:5]=[C:4]2[N:8]([CH:12]([C:14]3[CH:21]=[C:20]([Cl:22])[C:17]([C:18]#[N:19])=[C:16]([CH:23]4[CH2:26][NH:25][CH2:24]4)[C:15]=3[O:27][CH3:28])[CH3:13])[N:9]=[C:10]([CH3:11])[C:3]=12.C(N(CC)CC)C.[CH3:36][S:37](Cl)(=[O:39])=[O:38]. Product: [NH2:1][C:2]1[N:7]=[CH:6][N:5]=[C:4]2[N:8]([CH:12]([C:14]3[CH:21]=[C:20]([Cl:22])[C:17]([C:18]#[N:19])=[C:16]([CH:23]4[CH2:24][N:25]([S:37]([CH3:36])(=[O:39])=[O:38])[CH2:26]4)[C:15]=3[O:27][CH3:28])[CH3:13])[N:9]=[C:10]([CH3:11])[C:3]=12. The catalyst class is: 98. (9) Reactant: [C:1]([O:5][C:6](=[O:11])[NH:7][CH2:8][CH2:9][NH2:10])([CH3:4])([CH3:3])[CH3:2].[S:12](Cl)([C:15]1[C:27]2[CH:26]=[CH:25][CH:24]=[C:20]([N:21]([CH3:23])[CH3:22])[C:19]=2[CH:18]=[CH:17][CH:16]=1)(=[O:14])=[O:13].C(#N)C.C([O-])(O)=O.[Na+]. Product: [CH3:22][N:21]([CH3:23])[C:20]1[C:19]2[CH:18]=[CH:17][CH:16]=[C:15]([S:12]([NH:10][CH2:9][CH2:8][NH:7][C:6](=[O:11])[O:5][C:1]([CH3:4])([CH3:2])[CH3:3])(=[O:14])=[O:13])[C:27]=2[CH:26]=[CH:25][CH:24]=1. The catalyst class is: 13. (10) Reactant: [NH:1]([CH2:5][CH2:6][OH:7])[CH2:2][CH2:3][OH:4].[C:8](=[O:11])([O-])[O-].[K+].[K+].Br[CH2:15][C:16]1[CH:21]=[CH:20][CH:19]=[C:18]([CH2:22]Br)[CH:17]=1. Product: [OH:4][CH2:3][CH2:2][N:1]([CH2:15][C:16]1[CH:21]=[CH:20][CH:19]=[C:18]([CH2:22][N:1]([CH2:5][CH2:8][OH:11])[CH2:2][CH2:3][OH:4])[CH:17]=1)[CH2:5][CH2:6][OH:7]. The catalyst class is: 8.